This data is from Full USPTO retrosynthesis dataset with 1.9M reactions from patents (1976-2016). The task is: Predict the reactants needed to synthesize the given product. (1) Given the product [CH3:1][O:2][C:3]1[CH:4]=[C:5]([C:14]2[N:18]([C:19]3[C:20]([C:25]([F:27])([F:28])[F:26])=[N+:21]([O-:32])[CH:22]=[CH:23][CH:24]=3)[N:17]=[CH:16][CH:15]=2)[CH:6]=[C:7]([N+:11]([O-:13])=[O:12])[C:8]=1[O:9][CH3:10], predict the reactants needed to synthesize it. The reactants are: [CH3:1][O:2][C:3]1[CH:4]=[C:5]([C:14]2[N:18]([C:19]3[C:20]([C:25]([F:28])([F:27])[F:26])=[N:21][CH:22]=[CH:23][CH:24]=3)[N:17]=[CH:16][CH:15]=2)[CH:6]=[C:7]([N+:11]([O-:13])=[O:12])[C:8]=1[O:9][CH3:10].FC(F)(F)C(OC(=O)C(F)(F)F)=[O:32]. (2) Given the product [NH2:24][C@@H:25]([CH2:26][C:27]1[N:31]=[CH:30][NH:29][CH:28]=1)[C:32]([NH:34][C@@H:35]([CH:36]([CH3:38])[CH3:37])[C:39]([NH:22][CH2:21][C@@H:20]([OH:23])[CH2:19][P:10]([CH2:12][CH:13]1[CH2:14][CH2:15][CH2:16][CH2:17][CH2:18]1)(=[O:11])[OH:9])=[O:40])=[O:33], predict the reactants needed to synthesize it. The reactants are: Cl.C([O:9][P:10]([CH2:19][C@H:20]([OH:23])[CH2:21][NH2:22])([CH2:12][CH:13]1[CH2:18][CH2:17][CH2:16][CH2:15][CH2:14]1)=[O:11])C1C=CC=CC=1.[NH:24](C(OCC1C=CC=CC=1)=O)[C@H:25]([C:32]([NH:34][C@H:35]([C:39](O)=[O:40])[CH:36]([CH3:38])[CH3:37])=[O:33])[CH2:26][C:27]1[N:31]=[CH:30][NH:29][CH:28]=1. (3) The reactants are: C([N:8]1[CH2:13][CH2:12][N:11]2[CH:14]=[N:15][C:16]([C:17]([O:19][CH3:20])=[O:18])=[C:10]2[CH2:9]1)C1C=CC=CC=1.[C:32]([O:31][C:29](O[C:29]([O:31][C:32]([CH3:35])([CH3:34])[CH3:33])=[O:30])=[O:30])([CH3:35])([CH3:34])[CH3:33].CCN(C(C)C)C(C)C. Given the product [C:16]1([C:17]([O:19][CH3:20])=[O:18])[N:15]=[CH:14][N:11]2[CH2:12][CH2:13][N:8]([C:29]([O:31][C:32]([CH3:33])([CH3:34])[CH3:35])=[O:30])[CH2:9][C:10]=12, predict the reactants needed to synthesize it. (4) Given the product [F:13][C:5]1[C:6]2[CH:7]=[C:8]([CH2:11][OH:12])[S:9][C:10]=2[C:2]([C:23]2[CH:24]=[C:19]([CH:20]=[CH:21][CH:22]=2)[C:17]([O:16][CH2:14][CH3:15])=[O:18])=[CH:3][CH:4]=1, predict the reactants needed to synthesize it. The reactants are: Br[C:2]1[C:10]2[S:9][C:8]([CH2:11][OH:12])=[CH:7][C:6]=2[C:5]([F:13])=[CH:4][CH:3]=1.[CH2:14]([O:16][C:17]([C:19]1[CH:20]=[C:21](B(O)O)[CH:22]=[CH:23][CH:24]=1)=[O:18])[CH3:15].COCCOC. (5) The reactants are: [O:1]=[C:2]1[NH:6][C:5]2[CH:7]=[C:8]([C:11]([OH:13])=O)[CH:9]=[CH:10][C:4]=2[O:3]1.O[N:15]=[C:16]([NH2:23])[C:17]1[CH:22]=[CH:21][CH:20]=[N:19][CH:18]=1.N. Given the product [N:19]1[CH:20]=[CH:21][CH:22]=[C:17]([C:16]2[N:23]=[C:11]([C:8]3[CH:9]=[CH:10][C:4]4[O:3][C:2](=[O:1])[NH:6][C:5]=4[CH:7]=3)[O:13][N:15]=2)[CH:18]=1, predict the reactants needed to synthesize it. (6) Given the product [Cl:15][C:11]1[CH:10]=[C:9]2[C:14]([C:6]([NH:5][C:3](=[O:4])[CH2:2][N:16]3[CH2:21][CH2:20][O:19][CH2:18][CH2:17]3)=[N:7][NH:8]2)=[CH:13][CH:12]=1, predict the reactants needed to synthesize it. The reactants are: Cl[CH2:2][C:3]([NH:5][C:6]1[C:14]2[C:9](=[CH:10][C:11]([Cl:15])=[CH:12][CH:13]=2)[NH:8][N:7]=1)=[O:4].[NH:16]1[CH2:21][CH2:20][O:19][CH2:18][CH2:17]1. (7) Given the product [C:15]([O:19][C:20]([N:22]1[CH2:25][CH:24]([O:26][C:2]2[N:3]([CH:12]([CH3:14])[CH3:13])[C:4]3[CH:9]=[C:8]([Cl:10])[N:7]=[CH:6][C:5]=3[N:11]=2)[CH2:23]1)=[O:21])([CH3:18])([CH3:16])[CH3:17], predict the reactants needed to synthesize it. The reactants are: Cl[C:2]1[N:3]([CH:12]([CH3:14])[CH3:13])[C:4]2[CH:9]=[C:8]([Cl:10])[N:7]=[CH:6][C:5]=2[N:11]=1.[C:15]([O:19][C:20]([N:22]1[CH2:25][CH:24]([OH:26])[CH2:23]1)=[O:21])([CH3:18])([CH3:17])[CH3:16].C(=O)([O-])[O-].[Cs+].[Cs+].